This data is from Reaction yield outcomes from USPTO patents with 853,638 reactions. The task is: Predict the reaction yield, written as a fraction of the theoretical maximum amount of product (1.0 means a 100% yield; for example, 0.34 means a 34% yield). (1) The reactants are [Cl:1][C:2]1[N:10]=[C:9]([Cl:11])[C:8]([F:12])=[CH:7][C:3]=1[C:4]([OH:6])=[O:5].[C:13]1(C)C=CC=C[CH:14]=1. The catalyst is S(Cl)(Cl)=O. The product is [CH2:13]([O:5][C:4](=[O:6])[C:3]1[CH:7]=[C:8]([F:12])[C:9]([Cl:11])=[N:10][C:2]=1[Cl:1])[CH3:14]. The yield is 0.990. (2) The reactants are [C:1]([C:3]1[CH:8]=[CH:7][CH:6]=[CH:5][C:4]=1[C:9]1[CH:14]=[CH:13][C:12]([CH2:15][CH:16]([C:22](=O)[CH2:23][CH2:24][CH3:25])[C:17](OCC)=[O:18])=[CH:11][CH:10]=1)#[N:2].[O:27]1[C:31]2([CH2:36][CH2:35][CH:34]([NH:37][C:38]3[NH:42][CH:41]=[N:40][N:39]=3)[CH2:33][CH2:32]2)[O:30][CH2:29][CH2:28]1. No catalyst specified. The product is [O:27]1[C:31]2([CH2:32][CH2:33][CH:34]([N:37]3[C:17](=[O:18])[C:16]([CH2:15][C:12]4[CH:13]=[CH:14][C:9]([C:4]5[C:3]([C:1]#[N:2])=[CH:8][CH:7]=[CH:6][CH:5]=5)=[CH:10][CH:11]=4)=[C:22]([CH2:23][CH2:24][CH3:25])[N:39]4[N:40]=[CH:41][N:42]=[C:38]34)[CH2:35][CH2:36]2)[O:30][CH2:29][CH2:28]1. The yield is 0.560. (3) The reactants are [C:1]([C:5]1[CH:9]=[C:8]([NH:10][C:11]([NH:13][C:14]2[CH:19]=[C:18]([O:20][C:21]3[CH:22]=[N:23][CH:24]=[CH:25][CH:26]=3)[CH:17]=[C:16]([C:27]#[N:28])[CH:15]=2)=[O:12])[N:7]([C:29]2[CH:30]=[C:31]3[C:36](=[CH:37][CH:38]=2)[CH2:35][N:34](C(OC(C)(C)C)=O)[CH2:33][CH2:32]3)[N:6]=1)([CH3:4])([CH3:3])[CH3:2].C(Cl)[Cl:47]. No catalyst specified. The product is [ClH:47].[C:1]([C:5]1[CH:9]=[C:8]([NH:10][C:11]([NH:13][C:14]2[CH:19]=[C:18]([O:20][C:21]3[CH:22]=[N:23][CH:24]=[CH:25][CH:26]=3)[CH:17]=[C:16]([C:27]#[N:28])[CH:15]=2)=[O:12])[N:7]([C:29]2[CH:30]=[C:31]3[C:36](=[CH:37][CH:38]=2)[CH2:35][NH:34][CH2:33][CH2:32]3)[N:6]=1)([CH3:4])([CH3:2])[CH3:3]. The yield is 0.930. (4) The reactants are [CH2:1]([C:3]1[CH:8]=[C:7]([C:9]([F:12])([F:11])[F:10])[N:6]=[C:5]([CH2:13][OH:14])[CH:4]=1)[CH3:2].CC(OI1(OC(C)=O)(OC(C)=O)OC(=O)C2C=CC=CC1=2)=O. The catalyst is C(Cl)Cl. The product is [CH2:1]([C:3]1[CH:8]=[C:7]([C:9]([F:12])([F:10])[F:11])[N:6]=[C:5]([CH:13]=[O:14])[CH:4]=1)[CH3:2]. The yield is 0.830. (5) The reactants are C[O:2][C:3](=[O:22])[C:4]1[C:5](=[CH:10][C:11]([NH:14][CH2:15][C:16]2[CH:21]=[CH:20][CH:19]=[CH:18][CH:17]=2)=[CH:12][CH:13]=1)[C:6]([O:8]C)=[O:7].[OH-].[Na+]. The catalyst is C(O)C. The product is [CH2:15]([NH:14][C:11]1[CH:10]=[C:5]([C:6]([OH:8])=[O:7])[C:4](=[CH:13][CH:12]=1)[C:3]([OH:22])=[O:2])[C:16]1[CH:21]=[CH:20][CH:19]=[CH:18][CH:17]=1. The yield is 0.740.